Dataset: Full USPTO retrosynthesis dataset with 1.9M reactions from patents (1976-2016). Task: Predict the reactants needed to synthesize the given product. (1) The reactants are: [CH3:1][C:2]1[CH:11]=[CH:10][C:9]2[C:4](=[C:5]([NH2:12])[CH:6]=[CH:7][CH:8]=2)[N:3]=1.[CH3:13][C:14]1[N:19]=[C:18](Br)[CH:17]=[CH:16][CH:15]=1.CC(C)([O-])C.[Na+]. Given the product [CH3:1][C:2]1[CH:11]=[CH:10][C:9]2[C:4](=[C:5]([NH:12][C:18]3[CH:17]=[CH:16][CH:15]=[C:14]([CH3:13])[N:19]=3)[CH:6]=[CH:7][CH:8]=2)[N:3]=1, predict the reactants needed to synthesize it. (2) Given the product [Cl:17][C:18]1[C:19]([OH:27])=[C:20]([CH:23]=[C:24]([Cl:26])[CH:25]=1)[CH:21]=[N:14][NH:13][C:12]([NH:11][C:8]1[CH:7]=[CH:6][C:5]([S:1]([OH:4])(=[O:2])=[O:3])=[CH:10][CH:9]=1)=[S:15], predict the reactants needed to synthesize it. The reactants are: [S:1]([C:5]1[CH:10]=[CH:9][C:8]([NH:11][C:12](=[S:15])[NH:13][NH2:14])=[CH:7][CH:6]=1)([OH:4])(=[O:3])=[O:2].[Na].[Cl:17][C:18]1[C:19]([OH:27])=[C:20]([CH:23]=[C:24]([Cl:26])[CH:25]=1)[CH:21]=O.Cl. (3) Given the product [OH:1][C:2]1[C:7]([CH2:8][CH2:9][CH2:10][CH2:11][CH3:12])=[CH:6][CH:5]=[CH:4][C:3]=1[CH2:13][C:14]([OH:16])=[O:15], predict the reactants needed to synthesize it. The reactants are: [OH:1][C:2]1[C:7]([CH2:8][CH2:9][CH2:10][CH2:11][CH3:12])=[CH:6][CH:5]=[CH:4][C:3]=1[CH2:13][C:14]([O:16]C)=[O:15]. (4) Given the product [C:2]([O:6][C:7](=[O:10])[CH2:8][NH:9][S:37]([C:34]1[CH:33]=[CH:32][C:31]([O:30][CH2:23][C:24]2[CH:25]=[CH:26][CH:27]=[CH:28][CH:29]=2)=[CH:36][CH:35]=1)(=[O:39])=[O:38])([CH3:5])([CH3:4])[CH3:3], predict the reactants needed to synthesize it. The reactants are: Cl.[C:2]([O:6][C:7](=[O:10])[CH2:8][NH2:9])([CH3:5])([CH3:4])[CH3:3].CN(C)C=O.C(N(CC)CC)C.[CH2:23]([O:30][C:31]1[CH:36]=[CH:35][C:34]([S:37](Cl)(=[O:39])=[O:38])=[CH:33][CH:32]=1)[C:24]1[CH:29]=[CH:28][CH:27]=[CH:26][CH:25]=1. (5) Given the product [F:1][C:2]1[CH:10]=[CH:9][C:5]([C:6]([Cl:22])=[O:7])=[CH:4][C:3]=1[N+:11]([O-:13])=[O:12], predict the reactants needed to synthesize it. The reactants are: [F:1][C:2]1[CH:10]=[CH:9][C:5]([C:6](O)=[O:7])=[CH:4][C:3]=1[N+:11]([O-:13])=[O:12].CN(C)C=O.C(Cl)(=O)C([Cl:22])=O. (6) Given the product [Cl:1][C:2]1[C:7]([C:8]#[N:9])=[CH:6][N:5]=[C:4]2[CH:10]=[C:11]([CH3:13])[S:12][C:3]=12, predict the reactants needed to synthesize it. The reactants are: [Cl:1][C:2]1[C:7]([C:8]#[N:9])=[CH:6][N:5]=[C:4]2[CH:10]=[CH:11][S:12][C:3]=12.[CH:13]([N-]C(C)C)(C)C.[Li+].CCCCCCC.O1CCCC1.C(C1C=CC=CC=1)C.IC.